This data is from Forward reaction prediction with 1.9M reactions from USPTO patents (1976-2016). The task is: Predict the product of the given reaction. (1) Given the reactants [F:1][C:2]([F:19])([F:18])[C:3]1[CH:8]=[CH:7][C:6]([NH:9][NH:10]C(OC(C)(C)C)=O)=[CH:5][CH:4]=1.[F:20][C:21]([F:40])([F:39])[C:22]([NH:24][CH2:25][C:26]1[C:27]([F:38])=[CH:28][C:29]([Cl:37])=[C:30]([CH:36]=1)[C:31]([N:33]=[C:34]=[O:35])=O)=[O:23].FC(F)(F)C(O)=O, predict the reaction product. The product is: [Cl:37][C:29]1[C:30]([C:31]2[NH:33][C:34](=[O:35])[N:9]([C:6]3[CH:7]=[CH:8][C:3]([C:2]([F:1])([F:19])[F:18])=[CH:4][CH:5]=3)[N:10]=2)=[CH:36][C:26]([CH2:25][NH:24][C:22](=[O:23])[C:21]([F:40])([F:39])[F:20])=[C:27]([F:38])[CH:28]=1. (2) Given the reactants [CH3:1][NH:2][CH2:3][CH2:4][CH2:5][O:6][C:7]1[CH:8]=[N:9][CH:10]=[C:11]([O:13][CH2:14][C:15]2[CH:20]=[CH:19][CH:18]=[CH:17][CH:16]=2)[CH:12]=1.[O:21]=[C:22]([OH:34])[C@@H:23]([C@H:25]([C@H:27]([C@@H:29]([C:31]([OH:33])=[O:32])[OH:30])[OH:28])[OH:26])[OH:24].O, predict the reaction product. The product is: [O:21]=[C:22]([OH:34])[C@@H:23]([C@H:25]([C@H:27]([C@@H:29]([C:31]([OH:33])=[O:32])[OH:30])[OH:28])[OH:26])[OH:24].[CH3:1][NH:2][CH2:3][CH2:4][CH2:5][O:6][C:7]1[CH:8]=[N:9][CH:10]=[C:11]([O:13][CH2:14][C:15]2[CH:20]=[CH:19][CH:18]=[CH:17][CH:16]=2)[CH:12]=1.[CH3:1][NH:2][CH2:3][CH2:4][CH2:5][O:6][C:7]1[CH:8]=[N:9][CH:10]=[C:11]([O:13][CH2:14][C:15]2[CH:20]=[CH:19][CH:18]=[CH:17][CH:16]=2)[CH:12]=1. (3) Given the reactants [CH3:1][C:2]1[C:6]([N+:7]([O-:9])=[O:8])=[CH:5][NH:4][N:3]=1.CI.[C:12]([O-])([O-])=O.[K+].[K+], predict the reaction product. The product is: [CH3:12][N:4]1[CH:5]=[C:6]([N+:7]([O-:9])=[O:8])[C:2]([CH3:1])=[N:3]1. (4) Given the reactants C[O:2][C:3]1[C:8]([C:9]2[C:10]3[N:11]([N:15]=[C:16]([NH:18][C:19]4[CH:24]=[CH:23][C:22]([CH:25]5[CH2:30][CH2:29][N:28]([CH2:31][C:32]([N:34]([CH3:36])[CH3:35])=[O:33])[CH2:27][CH2:26]5)=[CH:21][CH:20]=4)[N:17]=3)[CH:12]=[CH:13][CH:14]=2)=[CH:7][CH:6]=[CH:5][N:4]=1.[I-].[Na+], predict the reaction product. The product is: [CH3:35][N:34]([CH3:36])[C:32](=[O:33])[CH2:31][N:28]1[CH2:29][CH2:30][CH:25]([C:22]2[CH:23]=[CH:24][C:19]([NH:18][C:16]3[N:17]=[C:10]4[C:9]([C:8]5[C:3](=[O:2])[NH:4][CH:5]=[CH:6][CH:7]=5)=[CH:14][CH:13]=[CH:12][N:11]4[N:15]=3)=[CH:20][CH:21]=2)[CH2:26][CH2:27]1. (5) Given the reactants [NH2:1][CH2:2][C:3]1[CH:26]=[CH:25][CH:24]=[CH:23][C:4]=1[CH2:5][O:6][C:7]1[CH:12]=[C:11]([CH3:13])[N:10]([CH2:14][C:15]2[CH:20]=[CH:19][CH:18]=[CH:17][CH:16]=2)[C:9](=[O:21])[C:8]=1[CH3:22].C(N(CC)CC)C.[C:34]([C:38]1[CH:42]=[C:41]([NH:43][C:44](=O)[O:45]C2C=CC([N+]([O-])=O)=CC=2)[N:40]([C:56]2[CH:61]=[CH:60][CH:59]=[C:58]([O:62][CH3:63])[CH:57]=2)[N:39]=1)([CH3:37])([CH3:36])[CH3:35], predict the reaction product. The product is: [CH2:14]([N:10]1[C:11]([CH3:13])=[CH:12][C:7]([O:6][CH2:5][C:4]2[CH:23]=[CH:24][CH:25]=[CH:26][C:3]=2[CH2:2][NH:1][C:44]([NH:43][C:41]2[N:40]([C:56]3[CH:61]=[CH:60][CH:59]=[C:58]([O:62][CH3:63])[CH:57]=3)[N:39]=[C:38]([C:34]([CH3:37])([CH3:36])[CH3:35])[CH:42]=2)=[O:45])=[C:8]([CH3:22])[C:9]1=[O:21])[C:15]1[CH:20]=[CH:19][CH:18]=[CH:17][CH:16]=1. (6) Given the reactants Br.[CH2:2]([O:9][C:10]([N:12]1[CH2:16][CH2:15][CH2:14][CH:13]1[C:17]1[S:21][N:20]=[C:19]([NH:22]C(=O)C)[N:18]=1)=[O:11])[C:3]1[CH:8]=[CH:7][CH:6]=[CH:5][CH:4]=1.C([O-])([O-])=O.[K+].[K+], predict the reaction product. The product is: [CH2:2]([O:9][C:10]([N:12]1[CH2:16][CH2:15][CH2:14][CH:13]1[C:17]1[S:21][N:20]=[C:19]([NH2:22])[N:18]=1)=[O:11])[C:3]1[CH:4]=[CH:5][CH:6]=[CH:7][CH:8]=1.